From a dataset of Merck oncology drug combination screen with 23,052 pairs across 39 cell lines. Regression. Given two drug SMILES strings and cell line genomic features, predict the synergy score measuring deviation from expected non-interaction effect. (1) Drug 1: O=P1(N(CCCl)CCCl)NCCCO1. Drug 2: NC1(c2ccc(-c3nc4ccn5c(=O)[nH]nc5c4cc3-c3ccccc3)cc2)CCC1. Cell line: DLD1. Synergy scores: synergy=14.9. (2) Drug 1: CC(=O)OC1C(=O)C2(C)C(O)CC3OCC3(OC(C)=O)C2C(OC(=O)c2ccccc2)C2(O)CC(OC(=O)C(O)C(NC(=O)c3ccccc3)c3ccccc3)C(C)=C1C2(C)C. Drug 2: Cn1nnc2c(C(N)=O)ncn2c1=O. Cell line: SW620. Synergy scores: synergy=23.8.